The task is: Predict which catalyst facilitates the given reaction.. This data is from Catalyst prediction with 721,799 reactions and 888 catalyst types from USPTO. (1) Reactant: [CH2:1]([O:4][C:5]1[N:10]=[C:9](S(C)(=O)=O)[N:8]=[C:7]([C:15]([O:17][CH2:18][CH3:19])=[O:16])[C:6]=1[O:20][CH2:21][C:22]1[CH:27]=[CH:26][CH:25]=[CH:24][CH:23]=1)[CH:2]=[CH2:3].[NH:28]1[CH2:33][CH2:32][CH:31]([CH2:34][OH:35])[CH2:30][CH2:29]1. Product: [CH2:1]([O:4][C:5]1[N:10]=[C:9]([N:28]2[CH2:33][CH2:32][CH:31]([CH2:34][OH:35])[CH2:30][CH2:29]2)[N:8]=[C:7]([C:15]([O:17][CH2:18][CH3:19])=[O:16])[C:6]=1[O:20][CH2:21][C:22]1[CH:27]=[CH:26][CH:25]=[CH:24][CH:23]=1)[CH:2]=[CH2:3]. The catalyst class is: 56. (2) The catalyst class is: 239. Product: [Cl:1][C:2]1[CH:3]=[CH:4][C:5]([S:8]([N:11]([CH2:20][C:21]2[CH:22]=[CH:23][C:24]([C:25]([NH:34][CH:31]3[CH2:33][CH2:32]3)=[O:26])=[C:28]([CH3:36])[CH:29]=2)[CH2:12][C:13]2[CH:18]=[CH:17][CH:16]=[CH:15][C:14]=2[F:19])(=[O:9])=[O:10])=[CH:6][CH:7]=1. Reactant: [Cl:1][C:2]1[CH:7]=[CH:6][C:5]([S:8]([N:11]([CH2:20][C:21]2[CH:29]=[CH:28][C:24]([C:25](O)=[O:26])=[CH:23][CH:22]=2)[CH2:12][C:13]2[CH:18]=[CH:17][CH:16]=[CH:15][C:14]=2[F:19])(=[O:10])=[O:9])=[CH:4][CH:3]=1.Cl.[CH:31]1([NH:34]C)[CH2:33][CH2:32]1.[CH2:36](N(CC)CC)C.CCN=C=NCCCN(C)C.Cl. (3) Reactant: [Cl:1][C:2]1[CH:7]=[C:6]([Cl:8])[CH:5]=[CH:4][C:3]=1[C:9]1[O:10][C:11]2[CH:17]=[CH:16][C:15]([OH:18])=[CH:14][C:12]=2[N:13]=1.[CH2:19]([C@H:21]1[O:23][CH2:22]1)Cl.C(=O)([O-])[O-].[K+].[K+]. Product: [Cl:1][C:2]1[CH:7]=[C:6]([Cl:8])[CH:5]=[CH:4][C:3]=1[C:9]1[O:10][C:11]2[CH:17]=[CH:16][C:15]([O:18][CH2:19][CH:21]3[CH2:22][O:23]3)=[CH:14][C:12]=2[N:13]=1. The catalyst class is: 21. (4) Reactant: [N:1]([C:4]1[CH:5]=[C:6]([CH:10]=[CH:11][C:12]=1[CH3:13])[C:7]([NH2:9])=[O:8])=[C:2]=[S:3].[NH3:14]. Product: [CH3:13][C:12]1[CH:11]=[CH:10][C:6]([C:7]([NH2:9])=[O:8])=[CH:5][C:4]=1[NH:1][C:2]([NH2:14])=[S:3]. The catalyst class is: 5. (5) Reactant: [O:1]1[CH2:6][CH2:5][CH2:4][O:3][CH:2]1[C:7]1[CH:14]=[CH:13][C:10]([C:11]#[N:12])=[CH:9][C:8]=1F.[C:16]1([SH:22])[CH:21]=[CH:20][CH:19]=[CH:18][CH:17]=1.C(=O)([O-])[O-].[K+].[K+]. Product: [O:1]1[CH2:6][CH2:5][CH2:4][O:3][CH:2]1[C:7]1[CH:14]=[CH:13][C:10]([C:11]#[N:12])=[CH:9][C:8]=1[S:22][C:16]1[CH:21]=[CH:20][CH:19]=[CH:18][CH:17]=1. The catalyst class is: 3. (6) Product: [N:34]1([CH2:1][C:3]2[CH:4]=[CH:5][C:6]([C:9]3[CH:10]=[CH:11][C:12]([CH2:15][CH2:16][C:17]([C:19]4[O:20][C:21]([C:24]5[N:29]=[C:28]([C:30]([O:32][CH3:33])=[O:31])[CH:27]=[CH:26][CH:25]=5)=[CH:22][N:23]=4)=[O:18])=[CH:13][CH:14]=3)=[CH:7][CH:8]=2)[CH2:39][CH2:38][CH2:37][CH2:36][CH2:35]1. Reactant: [CH:1]([C:3]1[CH:8]=[CH:7][C:6]([C:9]2[CH:14]=[CH:13][C:12]([CH2:15][CH2:16][C:17]([C:19]3[O:20][C:21]([C:24]4[N:29]=[C:28]([C:30]([O:32][CH3:33])=[O:31])[CH:27]=[CH:26][CH:25]=4)=[CH:22][N:23]=3)=[O:18])=[CH:11][CH:10]=2)=[CH:5][CH:4]=1)=O.[NH:34]1[CH2:39][CH2:38][CH2:37][CH2:36][CH2:35]1.[BH-](OC(C)=O)(OC(C)=O)OC(C)=O.[Na+]. The catalyst class is: 68. (7) Reactant: [NH2:1][C:2]1[CH:11]=[C:10]2[C:5]([C:6]([Br:16])=[N:7][N:8]([CH:13]([CH3:15])[CH3:14])[C:9]2=[O:12])=[CH:4][CH:3]=1.[H-].[Na+].[CH3:19][C:20]([O:23][C:24](O[C:24]([O:23][C:20]([CH3:22])([CH3:21])[CH3:19])=[O:25])=[O:25])([CH3:22])[CH3:21].O. Product: [C:20]([O:23][C:24](=[O:25])[NH:1][C:2]1[CH:11]=[C:10]2[C:5](=[CH:4][CH:3]=1)[C:6]([Br:16])=[N:7][N:8]([CH:13]([CH3:14])[CH3:15])[C:9]2=[O:12])([CH3:22])([CH3:21])[CH3:19]. The catalyst class is: 3. (8) Reactant: [Br:1][C:2]([F:18])([F:17])[C:3]([C:9]1[CH:14]=[CH:13][C:12]([NH2:15])=[C:11]([CH3:16])[CH:10]=1)([F:8])[C:4]([F:7])([F:6])[F:5].Cl.[I:20][C:21]1[CH:29]=[CH:28][CH:27]=[C:26]2[C:22]=1[C:23](=[N:31][C@@H:32]([CH3:36])[CH2:33][S:34][CH3:35])[O:24][C:25]2=[O:30]. Product: [Br:1][C:2]([F:17])([F:18])[C:3]([C:9]1[CH:14]=[CH:13][C:12]([NH:15][C:25](=[O:30])[C:26]2[C:22](=[C:21]([I:20])[CH:29]=[CH:28][CH:27]=2)[C:23]([NH:31][C@@H:32]([CH3:36])[CH2:33][S:34][CH3:35])=[O:24])=[C:11]([CH3:16])[CH:10]=1)([F:8])[C:4]([F:7])([F:6])[F:5]. The catalyst class is: 68. (9) Reactant: [C:1](OC(=O)C)(=[O:3])[CH3:2].[CH3:8][O:9][C:10]1[CH:11]=[C:12]([CH:14]=[C:15]([O:17][CH3:18])[CH:16]=1)[NH2:13]. Product: [CH3:18][O:17][C:15]1[CH:14]=[C:12]([NH:13][C:1](=[O:3])[CH3:2])[CH:11]=[C:10]([O:9][CH3:8])[CH:16]=1. The catalyst class is: 345.